From a dataset of Catalyst prediction with 721,799 reactions and 888 catalyst types from USPTO. Predict which catalyst facilitates the given reaction. Reactant: C(N(CC)C(C)C)(C)C.CS(C)=O.[OH:14][C@@H:15]([C@@H:26]([NH:31][C:32]([C:34]1([NH:40][C:41]([N:43]2[CH2:48][CH2:47][O:46][CH2:45][CH2:44]2)=[O:42])[CH2:39][CH2:38][CH2:37][CH2:36][CH2:35]1)=[O:33])[CH2:27][CH2:28][CH2:29][CH3:30])[C:16]([NH:18][C@H:19]1[CH2:24][CH2:23][CH2:22][CH2:21][C@@H:20]1[OH:25])=[O:17]. Product: [O:17]=[C:16]([NH:18][C@H:19]1[CH2:24][CH2:23][CH2:22][CH2:21][C:20]1=[O:25])[C:15](=[O:14])[C@@H:26]([NH:31][C:32]([C:34]1([NH:40][C:41]([N:43]2[CH2:48][CH2:47][O:46][CH2:45][CH2:44]2)=[O:42])[CH2:35][CH2:36][CH2:37][CH2:38][CH2:39]1)=[O:33])[CH2:27][CH2:28][CH2:29][CH3:30]. The catalyst class is: 4.